This data is from CYP2D6 inhibition data for predicting drug metabolism from PubChem BioAssay. The task is: Regression/Classification. Given a drug SMILES string, predict its absorption, distribution, metabolism, or excretion properties. Task type varies by dataset: regression for continuous measurements (e.g., permeability, clearance, half-life) or binary classification for categorical outcomes (e.g., BBB penetration, CYP inhibition). Dataset: cyp2d6_veith. (1) The compound is O=C(NC(=S)Nc1cccc(Cl)c1N1CCCCC1)c1cccs1. The result is 0 (non-inhibitor). (2) The molecule is O=C(CS(=O)c1cccc(C(F)(F)F)c1)Nc1ccccc1Cl. The result is 0 (non-inhibitor). (3) The molecule is O=C(C[C@H](c1ccccc1)c1c(O)c2ccccc2oc1=O)c1ccccc1. The result is 0 (non-inhibitor). (4) The molecule is C/C(CC/C(C)=N/O)=N/O. The result is 0 (non-inhibitor). (5) The compound is COCCn1c(=O)c(-c2cn(C)c3ccccc23)nc2cnc(N3CCNCC3)nc21. The result is 0 (non-inhibitor). (6) The result is 1 (inhibitor). The drug is O=C(O)c1ccc2c3c1cccc3c(=O)n1c3ccccc3nc21. (7) The compound is O=S(=O)(c1ccccc1)N1CCC[C@@]2(CCN(c3cccc(-c4ccccc4)c3)C2)C1. The result is 0 (non-inhibitor). (8) The drug is O=C(Cn1nnc(-c2ccccc2)n1)OCc1ccccc1. The result is 0 (non-inhibitor).